Binary Classification. Given a T-cell receptor sequence (or CDR3 region) and an epitope sequence, predict whether binding occurs between them. From a dataset of TCR-epitope binding with 47,182 pairs between 192 epitopes and 23,139 TCRs. (1) The epitope is QASQEVKNW. The TCR CDR3 sequence is CASSWRVMNTEAFF. Result: 1 (the TCR binds to the epitope). (2) The epitope is KLSALGINAV. The TCR CDR3 sequence is CASSLDRTTNYGYTF. Result: 0 (the TCR does not bind to the epitope).